Dataset: Full USPTO retrosynthesis dataset with 1.9M reactions from patents (1976-2016). Task: Predict the reactants needed to synthesize the given product. The reactants are: [NH2:1][C:2]1([CH2:20][CH2:21][OH:22])[C:15]2[CH:14]=[C:13]([O:16][CH3:17])[CH:12]=[C:11]([F:18])[C:10]=2[O:9][C:8]2[C:3]1=[CH:4][C:5]([Br:19])=[CH:6][CH:7]=2.[N+:23]([C:26]1[CH:36]=[CH:35][C:29]([C:30]([N:32]=[C:33]=S)=[O:31])=[CH:28][CH:27]=1)([O-:25])=[O:24].C(Cl)CCl.O. Given the product [Br:19][C:5]1[CH:4]=[C:3]2[C:8]([O:9][C:10]3[C:11]([F:18])=[CH:12][C:13]([O:16][CH3:17])=[CH:14][C:15]=3[C:2]32[CH2:20][CH2:21][O:22][C:33]([NH:32][C:30](=[O:31])[C:29]2[CH:28]=[CH:27][C:26]([N+:23]([O-:25])=[O:24])=[CH:36][CH:35]=2)=[N:1]3)=[CH:7][CH:6]=1, predict the reactants needed to synthesize it.